From a dataset of Reaction yield outcomes from USPTO patents with 853,638 reactions. Predict the reaction yield, written as a fraction of the theoretical maximum amount of product (1.0 means a 100% yield; for example, 0.34 means a 34% yield). (1) The reactants are [Cl:1][C:2]1[CH:3]=[C:4]([N:9]2[CH2:14][CH2:13][NH:12][CH2:11][CH2:10]2)[CH:5]=[CH:6][C:7]=1[Cl:8].N1C(C)=CC=CC=1C.[I-].[K+].Br[CH2:26][CH2:27][CH:28]=[C:29]1[C:35]2[CH:36]=[CH:37][CH:38]=[N:39][C:34]=2[CH2:33][O:32][C:31]2[CH:40]=[CH:41][C:42]([C:44]([OH:47])([CH3:46])[CH3:45])=[CH:43][C:30]1=2. The catalyst is C(O)(C)C. The product is [Cl:1][C:2]1[CH:3]=[C:4]([N:9]2[CH2:14][CH2:13][N:12]([CH2:26][CH2:27][CH:28]=[C:29]3[C:35]4[CH:36]=[CH:37][CH:38]=[N:39][C:34]=4[CH2:33][O:32][C:31]4[CH:40]=[CH:41][C:42]([C:44]([OH:47])([CH3:46])[CH3:45])=[CH:43][C:30]3=4)[CH2:11][CH2:10]2)[CH:5]=[CH:6][C:7]=1[Cl:8]. The yield is 0.690. (2) The reactants are [NH2:1][C:2]1[C:3]([NH:8][CH2:9][N:10]2[CH2:14][CH:13]([CH2:15][CH2:16][CH3:17])[CH2:12][C:11]2=[O:18])=[N:4][CH:5]=[CH:6][CH:7]=1.[C:19]1(C)C=CC(S(O)(=O)=O)=CC=1.C([O-])(O)=O.[Na+].CCOC(C)=O. The catalyst is C(OC)(OC)OC. The product is [N:1]1[C:2]2[C:3](=[N:4][CH:5]=[CH:6][CH:7]=2)[N:8]([CH2:9][N:10]2[CH2:14][CH:13]([CH2:15][CH2:16][CH3:17])[CH2:12][C:11]2=[O:18])[CH:19]=1. The yield is 0.610. (3) The reactants are [CH:1]1([N:6]2[C:15]3[N:14]=[C:13]([NH:16][C:17]4[CH:18]=[CH:19][C:20]([C:27]([O-:29])=[O:28])=[C:21]5[C:25]=4[O:24][CH:23]([CH3:26])[CH2:22]5)[N:12]=[CH:11][C:10]=3[N:9]([CH3:30])[C:8](=[O:31])[C@H:7]2[CH2:32][CH3:33])[CH2:5][CH2:4][CH2:3][CH2:2]1.[OH-].[Li+].Cl. The catalyst is CO.O1CCCC1. The product is [CH:1]1([N:6]2[C:15]3[N:14]=[C:13]([NH:16][C:17]4[CH:18]=[CH:19][C:20]([C:27]([OH:29])=[O:28])=[C:21]5[C:25]=4[O:24][CH:23]([CH3:26])[CH2:22]5)[N:12]=[CH:11][C:10]=3[N:9]([CH3:30])[C:8](=[O:31])[C@H:7]2[CH2:32][CH3:33])[CH2:2][CH2:3][CH2:4][CH2:5]1. The yield is 0.950.